This data is from Forward reaction prediction with 1.9M reactions from USPTO patents (1976-2016). The task is: Predict the product of the given reaction. The product is: [F:1][C:2]([F:38])([F:39])[C:3]1[CH:4]=[C:5]([CH:31]=[C:32]([C:34]([F:37])([F:36])[F:35])[CH:33]=1)[CH2:6][O:7][CH2:8][C@@:9]1([C:25]2[CH:30]=[CH:29][CH:28]=[CH:27][CH:26]=2)[CH2:13][CH2:12][C@@H:11]([NH2:14])[CH2:10]1. Given the reactants [F:1][C:2]([F:39])([F:38])[C:3]1[CH:4]=[C:5]([CH:31]=[C:32]([C:34]([F:37])([F:36])[F:35])[CH:33]=1)[CH2:6][O:7][CH2:8][C@@:9]1([C:25]2[CH:30]=[CH:29][CH:28]=[CH:27][CH:26]=2)[CH2:13][CH2:12][C@@H:11]([N:14]2C(=O)C3C(=CC=CC=3)C2=O)[CH2:10]1.NN, predict the reaction product.